This data is from Forward reaction prediction with 1.9M reactions from USPTO patents (1976-2016). The task is: Predict the product of the given reaction. (1) Given the reactants [CH2:1]([O:8][C:9]1[CH:10]=[C:11]([S:22][CH2:23][CH2:24][C:25](OC)=O)[CH:12]=[N:13][C:14]=1[NH:15][C:16]1[S:17][CH:18]=[C:19]([CH3:21])[N:20]=1)[C:2]1[CH:7]=[CH:6][CH:5]=[CH:4][CH:3]=1.CC([O-])(C)C.[K+].[Cl:35][C:36]1[CH:41]=CC(CCl)=[CH:38][CH:37]=1.Cl, predict the reaction product. The product is: [ClH:35].[Cl:35][C:36]1[CH:41]=[CH:25][C:24]([CH2:23][S:22][C:11]2[CH:10]=[C:9]([O:8][CH2:1][C:2]3[CH:7]=[CH:6][CH:5]=[CH:4][CH:3]=3)[C:14]([NH:15][C:16]3[S:17][CH:18]=[C:19]([CH3:21])[N:20]=3)=[N:13][CH:12]=2)=[CH:38][CH:37]=1. (2) The product is: [F:20][C:15]1[C:14]2[C:19](=[C:11]([C:4]3[CH:5]=[CH:6][C:7]([OH:9])=[CH:8][C:3]=3[OH:2])[N:12]([CH2:21][CH:22]([CH3:24])[CH3:23])[N:13]=2)[CH:18]=[CH:17][CH:16]=1. Given the reactants C[O:2][C:3]1[CH:8]=[C:7]([O:9]C)[CH:6]=[CH:5][C:4]=1[C:11]1[N:12]([CH2:21][CH:22]([CH3:24])[CH3:23])[N:13]=[C:14]2[C:19]=1[CH:18]=[CH:17][CH:16]=[C:15]2[F:20].B(Br)(Br)Br.C1CCCCC=1, predict the reaction product. (3) Given the reactants C([O:5][C:6](=[O:37])[C:7]1[CH:12]=[CH:11][C:10]([NH:13][C:14]([C:16]2[CH:24]=[C:23]3[C:19]([CH:20]=[CH:21][N:22]3[S:25]([C:28]3[CH:33]=[C:32]([CH3:34])[CH:31]=[CH:30][C:29]=3[O:35][CH3:36])(=[O:27])=[O:26])=[CH:18][CH:17]=2)=[O:15])=[CH:9][CH:8]=1)(C)(C)C, predict the reaction product. The product is: [CH3:36][O:35][C:29]1[CH:30]=[CH:31][C:32]([CH3:34])=[CH:33][C:28]=1[S:25]([N:22]1[C:23]2[C:19](=[CH:18][CH:17]=[C:16]([C:14]([NH:13][C:10]3[CH:9]=[CH:8][C:7]([C:6]([OH:37])=[O:5])=[CH:12][CH:11]=3)=[O:15])[CH:24]=2)[CH:20]=[CH:21]1)(=[O:26])=[O:27]. (4) Given the reactants [N+:1]([C:4]1[CH:12]=[C:11]2[C:7]([CH:8]=[CH:9][NH:10]2)=[CH:6][CH:5]=1)([O-])=O.[CH2:13](Br)[C:14]1[CH:19]=[CH:18][CH:17]=[CH:16][CH:15]=1, predict the reaction product. The product is: [CH2:13]([N:10]1[C:11]2[C:7](=[CH:6][CH:5]=[C:4]([NH2:1])[CH:12]=2)[CH:8]=[CH:9]1)[C:14]1[CH:19]=[CH:18][CH:17]=[CH:16][CH:15]=1. (5) Given the reactants [CH3:1]O.[Br:3][C:4]1[CH:5]=[C:6]([CH:10]=[C:11]([I:13])[CH:12]=1)[C:7]([OH:9])=[O:8], predict the reaction product. The product is: [Br:3][C:4]1[CH:5]=[C:6]([CH:10]=[C:11]([I:13])[CH:12]=1)[C:7]([O:9][CH3:1])=[O:8].